The task is: Predict the reactants needed to synthesize the given product.. This data is from Full USPTO retrosynthesis dataset with 1.9M reactions from patents (1976-2016). (1) Given the product [F:46][C:8]([F:45])([F:7])[C:9]1[CH:10]=[C:11]([CH:38]=[C:39]([C:41]([F:43])([F:44])[F:42])[CH:40]=1)[CH2:12][N:13]([CH2:14][C:15]1[CH:16]=[C:17]2[C:32]([CH3:33])=[N:31][N:30]([C:34]([CH3:36])([CH3:37])[CH3:35])[C:18]2=[N:19][C:20]=1[N:21]([CH2:26][CH:27]1[CH2:29][CH2:28]1)[CH2:22][CH:23]1[CH2:24][CH2:25]1)[C:51]1[N:52]=[CH:53][C:48]([Br:47])=[CH:49][N:50]=1, predict the reactants needed to synthesize it. The reactants are: C(=O)([O-])[O-].[K+].[K+].[F:7][C:8]([F:46])([F:45])[C:9]1[CH:10]=[C:11]([CH:38]=[C:39]([C:41]([F:44])([F:43])[F:42])[CH:40]=1)[CH2:12][NH:13][CH2:14][C:15]1[CH:16]=[C:17]2[C:32]([CH3:33])=[N:31][N:30]([C:34]([CH3:37])([CH3:36])[CH3:35])[C:18]2=[N:19][C:20]=1[N:21]([CH2:26][CH:27]1[CH2:29][CH2:28]1)[CH2:22][CH:23]1[CH2:25][CH2:24]1.[Br:47][C:48]1[CH:49]=[N:50][C:51](Cl)=[N:52][CH:53]=1.O. (2) The reactants are: C(Cl)(=O)C(Cl)=O.CS(C)=O.[C:11]([O:15][C:16]([NH:18][C:19]([CH2:38][OH:39])([CH2:25][CH2:26][CH2:27][CH2:28][B:29]1[O:33][C:32]([CH3:35])([CH3:34])[C:31]([CH3:37])([CH3:36])[O:30]1)[C:20]([O:22][CH2:23][CH3:24])=[O:21])=[O:17])([CH3:14])([CH3:13])[CH3:12].C(N(CC)CC)C. Given the product [C:11]([O:15][C:16]([NH:18][C:19]([CH:38]=[O:39])([CH2:25][CH2:26][CH2:27][CH2:28][B:29]1[O:30][C:31]([CH3:37])([CH3:36])[C:32]([CH3:35])([CH3:34])[O:33]1)[C:20]([O:22][CH2:23][CH3:24])=[O:21])=[O:17])([CH3:14])([CH3:12])[CH3:13], predict the reactants needed to synthesize it. (3) Given the product [O:16]=[C:10]1[C:9](=[CH:27][C:26]2[NH:25][CH:24]=[C:23]3[C:18](=[O:17])[O:19][CH2:20][CH2:21][C:22]=23)[C:8]2[C:12](=[CH:13][CH:14]=[CH:15][C:7]=2[C:4]2[CH:5]=[CH:6][N:1]=[CH:2][CH:3]=2)[NH:11]1, predict the reactants needed to synthesize it. The reactants are: [N:1]1[CH:6]=[CH:5][C:4]([C:7]2[CH:15]=[CH:14][CH:13]=[C:12]3[C:8]=2[CH2:9][C:10](=[O:16])[NH:11]3)=[CH:3][CH:2]=1.[O:17]=[C:18]1[C:23]2=[CH:24][NH:25][C:26]([CH:27]=O)=[C:22]2[CH2:21][CH2:20][O:19]1. (4) The reactants are: [Br:1][C:2]1[CH:17]=[CH:16][C:5]([C:6]([NH:8][C:9]2[CH:14]=[CH:13][C:12]([OH:15])=[CH:11][CH:10]=2)=[O:7])=[CH:4][CH:3]=1.N1C=CN=C1.[CH3:23][C:24]([Si:27](Cl)([CH3:29])[CH3:28])([CH3:26])[CH3:25]. Given the product [Br:1][C:2]1[CH:17]=[CH:16][C:5]([C:6]([NH:8][C:9]2[CH:14]=[CH:13][C:12]([O:15][Si:27]([C:24]([CH3:26])([CH3:25])[CH3:23])([CH3:29])[CH3:28])=[CH:11][CH:10]=2)=[O:7])=[CH:4][CH:3]=1, predict the reactants needed to synthesize it.